From a dataset of Peptide-MHC class I binding affinity with 185,985 pairs from IEDB/IMGT. Regression. Given a peptide amino acid sequence and an MHC pseudo amino acid sequence, predict their binding affinity value. This is MHC class I binding data. The peptide sequence is AMLQLDPNA. The MHC is HLA-A68:02 with pseudo-sequence HLA-A68:02. The binding affinity (normalized) is 0.213.